Dataset: Forward reaction prediction with 1.9M reactions from USPTO patents (1976-2016). Task: Predict the product of the given reaction. (1) Given the reactants [CH3:1][C:2]1[N:3]=[C:4]([NH2:10])[S:5][C:6]=1[CH2:7][CH2:8][CH3:9].[Cl:11][C:12]1[C:13]([CH3:22])=[C:14]([S:18](Cl)(=[O:20])=[O:19])[CH:15]=[CH:16][CH:17]=1, predict the reaction product. The product is: [Cl:11][C:12]1[C:13]([CH3:22])=[C:14]([S:18]([NH:10][C:4]2[S:5][C:6]([CH2:7][CH2:8][CH3:9])=[C:2]([CH3:1])[N:3]=2)(=[O:20])=[O:19])[CH:15]=[CH:16][CH:17]=1. (2) Given the reactants [C:1]([C:3]1[CH:23]=[CH:22][C:6]([CH2:7][NH:8][C:9](=[O:21])[CH:10]([C:13]2[CH:18]=[CH:17][C:16]([OH:19])=[CH:15][C:14]=2[F:20])[O:11][CH3:12])=[CH:5][CH:4]=1)#[N:2].[F:24][C:25]1[CH:33]=[CH:32][C:28]([CH2:29][CH2:30]O)=[CH:27][CH:26]=1.N(C(OCC)=O)=NC(OCC)=O.C1(P(C2C=CC=CC=2)C2C=CC=CC=2)C=CC=CC=1, predict the reaction product. The product is: [C:1]([C:3]1[CH:4]=[CH:5][C:6]([CH2:7][NH:8][C:9](=[O:21])[CH:10]([C:13]2[CH:18]=[CH:17][C:16]([O:19][CH2:30][CH2:29][C:28]3[CH:32]=[CH:33][C:25]([F:24])=[CH:26][CH:27]=3)=[CH:15][C:14]=2[F:20])[O:11][CH3:12])=[CH:22][CH:23]=1)#[N:2].